Dataset: Forward reaction prediction with 1.9M reactions from USPTO patents (1976-2016). Task: Predict the product of the given reaction. The product is: [CH2:8]([O:7][S:1]([O-:4])(=[O:2])=[O:3])[CH2:9][CH2:16][CH2:17][CH2:18][CH2:19][CH2:20][CH3:21].[CH2:13]([N+:12]1[CH:23]=[CH:22][N:15]([CH3:14])[CH:11]=1)[CH3:5]. Given the reactants [S:1]([O:7][CH2:8][CH3:9])([O:4][CH2:5]C)(=[O:3])=[O:2].C[C:11]1[NH:12][CH:13]=[CH:14][N:15]=1.[CH2:16](O)[CH2:17][CH2:18][CH2:19][CH2:20][CH2:21][CH2:22][CH3:23], predict the reaction product.